Predict the reactants needed to synthesize the given product. From a dataset of Full USPTO retrosynthesis dataset with 1.9M reactions from patents (1976-2016). (1) Given the product [CH:1]1([N:4]([CH:34]2[CH2:36][CH2:35]2)[C:5]([C:7]2[N:31]([CH2:32][CH3:33])[C:10]3=[N:11][C:12]([NH:19]/[C:20](/[NH:40][N:39]([CH2:37][CH3:38])[C:41]([O:43][C:44]([CH3:46])([CH3:45])[CH3:47])=[O:42])=[CH:21]/[C:22](=[O:28])[CH:23]([O:26][CH3:27])[O:24][CH3:25])=[C:13]4[N:17]=[CH:16][N:15]([CH3:18])[C:14]4=[C:9]3[CH:8]=2)=[O:6])[CH2:3][CH2:2]1, predict the reactants needed to synthesize it. The reactants are: [CH:1]1([N:4]([CH:34]2[CH2:36][CH2:35]2)[C:5]([C:7]2[N:31]([CH2:32][CH3:33])[C:10]3=[N:11][C:12]([NH:19]/[C:20](/SC)=[CH:21]/[C:22](=[O:28])[CH:23]([O:26][CH3:27])[O:24][CH3:25])=[C:13]4[N:17]=[CH:16][N:15]([CH3:18])[C:14]4=[C:9]3[CH:8]=2)=[O:6])[CH2:3][CH2:2]1.[CH2:37]([N:39]([C:41]([O:43][C:44]([CH3:47])([CH3:46])[CH3:45])=[O:42])[NH2:40])[CH3:38]. (2) The reactants are: [C:1](Cl)(=[O:5])[C:2](Cl)=O.[CH3:7][C:8]1([CH3:16])[C:10]([CH3:12])([CH3:11])[CH:9]1C(O)=O.NC1C=CC(C2[NH:25][C:26]3[CH:32]=[CH:31][C:30](N)=[CH:29][C:27]=3[N:28]=2)=CC=1. Given the product [C:1](=[C:2]1[N:28]=[C:27]2[CH:29]=[CH:30][CH:31]=[CH:32][C:26]2=[N:25]1)=[O:5].[CH3:7][C:8]1([CH3:16])[C:10]([CH3:12])([CH3:11])[CH2:9]1.[CH3:7][C:8]1([CH3:16])[C:10]([CH3:12])([CH3:11])[CH2:9]1, predict the reactants needed to synthesize it.